This data is from Reaction yield outcomes from USPTO patents with 853,638 reactions. The task is: Predict the reaction yield, written as a fraction of the theoretical maximum amount of product (1.0 means a 100% yield; for example, 0.34 means a 34% yield). (1) The reactants are [Cl:1][C:2]1[CH:7]=[CH:6][C:5]([S:8]([NH:11][CH2:12][C:13]2[CH:18]=[CH:17][C:16]([C:19]#[N:20])=[CH:15][CH:14]=2)(=[O:10])=[O:9])=[CH:4][CH:3]=1.[CH3:21][O:22][C:23]1[CH:30]=[CH:29][C:26]([CH2:27]Br)=[CH:25][CH:24]=1. No catalyst specified. The product is [Cl:1][C:2]1[CH:7]=[CH:6][C:5]([S:8]([N:11]([CH2:12][C:13]2[CH:18]=[CH:17][C:16]([C:19]#[N:20])=[CH:15][CH:14]=2)[CH2:27][C:26]2[CH:29]=[CH:30][C:23]([O:22][CH3:21])=[CH:24][CH:25]=2)(=[O:9])=[O:10])=[CH:4][CH:3]=1. The yield is 0.880. (2) The reactants are ClC(Cl)(Cl)C[O:4][C:5](=O)[NH:6][C:7]1[N:8]([C:16]2[CH:21]=[CH:20][C:19]([CH3:22])=[CH:18][CH:17]=2)[N:9]=[C:10]([C:12]([CH3:15])([CH3:14])[CH3:13])[CH:11]=1.[C:26]([O:30][C:31]([N:33]1[CH2:38][CH2:37][CH:36]([CH2:39][C:40]2[N:44]3[CH:45]=[C:46]([O:49][C@H:50]4[C:59]5[C:54](=[CH:55][CH:56]=[CH:57][CH:58]=5)[C@@H:53]([NH2:60])[CH2:52][CH2:51]4)[CH:47]=[CH:48][C:43]3=[N:42][N:41]=2)[CH2:35][CH2:34]1)=[O:32])([CH3:29])([CH3:28])[CH3:27].CCN(C(C)C)C(C)C.CO. The catalyst is CN(C=O)C.C(Cl)Cl. The product is [C:26]([O:30][C:31]([N:33]1[CH2:38][CH2:37][CH:36]([CH2:39][C:40]2[N:44]3[CH:45]=[C:46]([O:49][C@H:50]4[C:59]5[C:54](=[CH:55][CH:56]=[CH:57][CH:58]=5)[C@@H:53]([NH:60][C:5]([NH:6][C:7]5[N:8]([C:16]6[CH:21]=[CH:20][C:19]([CH3:22])=[CH:18][CH:17]=6)[N:9]=[C:10]([C:12]([CH3:15])([CH3:14])[CH3:13])[CH:11]=5)=[O:4])[CH2:52][CH2:51]4)[CH:47]=[CH:48][C:43]3=[N:42][N:41]=2)[CH2:35][CH2:34]1)=[O:32])([CH3:29])([CH3:27])[CH3:28]. The yield is 0.580. (3) The reactants are [CH:1]1([C:7]([OH:9])=O)[CH2:6][CH2:5][CH:4]=[CH:3][CH2:2]1.[NH2:10][CH2:11][CH2:12][CH3:13].CCN=C=NCCCN(C)C.Cl.CCN(C(C)C)C(C)C. The catalyst is C(Cl)Cl.CC(C)=O.C(Cl)Cl. The product is [CH2:11]([NH:10][C:7]([CH:1]1[CH2:6][CH2:5][CH:4]=[CH:3][CH2:2]1)=[O:9])[CH2:12][CH3:13]. The yield is 0.550. (4) The reactants are [C:1]([C:5]1[CH:9]=[C:8]([NH:10][C:11]([NH:13][C:14]2[C:23]3[C:18](=[CH:19][CH:20]=[CH:21][CH:22]=3)[CH:17]=[CH:16][CH:15]=2)=[O:12])[N:7]([C:24]2[CH:29]=[CH:28][C:27]([CH:30]=[O:31])=[CH:26][CH:25]=2)[N:6]=1)([CH3:4])([CH3:3])[CH3:2].[C:32]([Mg]Br)#[CH:33]. The catalyst is C1COCC1. The product is [C:1]([C:5]1[CH:9]=[C:8]([NH:10][C:11]([NH:13][C:14]2[C:23]3[C:18](=[CH:19][CH:20]=[CH:21][CH:22]=3)[CH:17]=[CH:16][CH:15]=2)=[O:12])[N:7]([C:24]2[CH:29]=[CH:28][C:27]([CH:30]([OH:31])[C:32]#[CH:33])=[CH:26][CH:25]=2)[N:6]=1)([CH3:4])([CH3:2])[CH3:3]. The yield is 0.390. (5) The reactants are [Br:1][C:2]1[CH:9]=[CH:8][C:5]([C:6]#[N:7])=[CH:4][CH:3]=1.[N+:10]([O-])([OH:12])=[O:11]. The catalyst is OS(O)(=O)=O. The product is [Br:1][C:2]1[CH:9]=[CH:8][C:5]([C:6]#[N:7])=[CH:4][C:3]=1[N+:10]([O-:12])=[O:11]. The yield is 0.560.